From a dataset of M1 muscarinic receptor antagonist screen with 61,756 compounds. Binary Classification. Given a drug SMILES string, predict its activity (active/inactive) in a high-throughput screening assay against a specified biological target. (1) The compound is FC(F)(F)C(=O)Nc1cc2n(c(=O)n(c2cc1)C)C. The result is 0 (inactive). (2) The molecule is o1nc(nc1CCCC(=O)NCCc1ccccc1)c1cc(OC)c(OC)cc1. The result is 0 (inactive). (3) The drug is Brc1n(CCCCC)c2c(n(c(=O)n(c2=O)CC(=O)N)C)n1. The result is 0 (inactive). (4) The compound is O=c1n(n(c(c1NC(=O)c1c(OC)cccc1OC)C)C)c1ccccc1. The result is 0 (inactive).